Dataset: hERG potassium channel inhibition data for cardiac toxicity prediction from Karim et al.. Task: Regression/Classification. Given a drug SMILES string, predict its toxicity properties. Task type varies by dataset: regression for continuous values (e.g., LD50, hERG inhibition percentage) or binary classification for toxic/non-toxic outcomes (e.g., AMES mutagenicity, cardiotoxicity, hepatotoxicity). Dataset: herg_karim. (1) The compound is CC(Oc1cccc2ncnc(Nc3ccc(OCc4ccccn4)c(Cl)c3)c12)C(=O)N(C)CCO. The result is 0 (non-blocker). (2) The molecule is COc1cc(-c2cn(CC(=O)N(Cc3ccccc3)Cc3ccccc3)nn2)ccc1-n1cnc(C)c1. The result is 1 (blocker). (3) The compound is N[C@H]1CN(C(=O)c2ccc3ncsc3c2)C[C@H]1C(=O)N1CCCC1. The result is 0 (non-blocker). (4) The molecule is Cc1ccc(-c2nnc(CCCCN3CC4C[C@]4(c4ccc(C(F)(F)F)cc4)C3)n2C)cn1. The result is 1 (blocker). (5) The compound is C[C@@H](N1CCn2nc(-c3ccc(C#N)nc3)nc2C1)[C@](O)(Cn1cncn1)c1ccc(F)cc1F. The result is 0 (non-blocker). (6) The drug is CC(C)(C)[C@H](NC(=O)OCCO)C(=O)N1CC(c2cc(F)ccc2F)=C[C@H]1c1ccccc1. The result is 0 (non-blocker). (7) The drug is COCCc1ccc(OCC(O)CNC(C)C)cc1. The result is 0 (non-blocker).